From a dataset of Retrosynthesis with 50K atom-mapped reactions and 10 reaction types from USPTO. Predict the reactants needed to synthesize the given product. (1) The reactants are: COC(=O)Cc1ccc(OCC=C(C)CCC=C(C)C)cc1. Given the product CC(C)=CCCC(C)=CCOc1ccc(CC(=O)O)cc1, predict the reactants needed to synthesize it. (2) Given the product Cc1nc(C(F)(F)F)nn1CC(=O)N[C@@H](Cc1cc(F)cc(F)c1)c1ncccc1-c1ccc(F)c(C(N)=O)c1, predict the reactants needed to synthesize it. The reactants are: Cc1nc(C(F)(F)F)n[nH]1.NC(=O)c1cc(-c2cccnc2[C@H](Cc2cc(F)cc(F)c2)NC(=O)CCl)ccc1F. (3) Given the product O=C(CCN1CCC(OCc2ccc(C(F)(F)F)cc2)CC1)N1CCC(Nc2ccc([N+](=O)[O-])c(C(F)(F)F)c2)CC1, predict the reactants needed to synthesize it. The reactants are: O=C(O)CCN1CCC(OCc2ccc(C(F)(F)F)cc2)CC1.O=[N+]([O-])c1ccc(NC2CCNCC2)cc1C(F)(F)F.